This data is from CYP2C9 inhibition data for predicting drug metabolism from PubChem BioAssay. The task is: Regression/Classification. Given a drug SMILES string, predict its absorption, distribution, metabolism, or excretion properties. Task type varies by dataset: regression for continuous measurements (e.g., permeability, clearance, half-life) or binary classification for categorical outcomes (e.g., BBB penetration, CYP inhibition). Dataset: cyp2c9_veith. The molecule is CCOC(=O)c1c(C)n(C)c2ccc(OC)c(NC(=O)CN3CCN(Cc4ccccc4)CC3)c12. The result is 0 (non-inhibitor).